Dataset: Full USPTO retrosynthesis dataset with 1.9M reactions from patents (1976-2016). Task: Predict the reactants needed to synthesize the given product. (1) Given the product [CH3:29][N:28]([CH3:30])[C:24]1[CH:25]=[CH:26][CH:27]=[C:22]([NH:21][C:2]2[CH:7]=[CH:6][N:5]=[C:4]([NH:8][C:9]3[CH:14]=[C:13]([O:15][CH3:16])[C:12]([O:17][CH3:18])=[C:11]([O:19][CH3:20])[CH:10]=3)[N:3]=2)[C:23]=1[S:31]([NH2:34])(=[O:33])=[O:32], predict the reactants needed to synthesize it. The reactants are: Cl[C:2]1[CH:7]=[CH:6][N:5]=[C:4]([NH:8][C:9]2[CH:14]=[C:13]([O:15][CH3:16])[C:12]([O:17][CH3:18])=[C:11]([O:19][CH3:20])[CH:10]=2)[N:3]=1.[NH2:21][C:22]1[CH:27]=[CH:26][CH:25]=[C:24]([N:28]([CH3:30])[CH3:29])[C:23]=1[S:31]([NH2:34])(=[O:33])=[O:32]. (2) Given the product [ClH:23].[ClH:66].[Cl:23][C:20]1[CH:21]=[CH:22][C:17]([NH:16][C:14](=[O:15])[C:13]2[CH:24]=[C:25]([F:28])[CH:26]=[CH:27][C:12]=2[NH:11][C:9](=[O:10])[C:8]2[CH:29]=[CH:30][C:5]([CH:2]([CH3:4])[CH3:3])=[CH:6][C:7]=2[O:31][CH2:32][CH:33]2[CH2:38][CH2:37][CH2:36][NH:35][CH2:34]2)=[N:18][CH:19]=1, predict the reactants needed to synthesize it. The reactants are: Cl.[CH:2]([C:5]1[CH:30]=[CH:29][C:8]([C:9]([NH:11][C:12]2[CH:27]=[CH:26][C:25]([F:28])=[CH:24][C:13]=2[C:14]([NH:16][C:17]2[CH:22]=[CH:21][C:20]([Cl:23])=[CH:19][N:18]=2)=[O:15])=[O:10])=[C:7]([O:31][CH2:32][CH:33]2[CH2:38][CH2:37][CH2:36][NH:35][CH2:34]2)[CH:6]=1)([CH3:4])[CH3:3].C(C1C=CC(C(O)=O)=C(OCC2CCCN(C(OC(C)(C)C)=O)C2)C=1)(C)C.[Cl:66]C1C=CC(NC(=O)C2C=C(F)C=CC=2N)=NC=1. (3) The reactants are: F[C:2]1[CH:7]=[C:6]([F:8])[CH:5]=[CH:4][C:3]=1[C:9]1[N:14]=[CH:13][N:12]=[C:11]([NH:15][C:16]2[CH:17]=[C:18]([CH:29]=[CH:30][CH:31]=2)[CH2:19][S:20](=[N:23]C(=O)OCC)([CH3:22])=[O:21])[N:10]=1.[F:32][C:33]1[CH:38]=[CH:37][C:36]([CH2:39][OH:40])=[CH:35][C:34]=1[CH3:41]. Given the product [F:8][C:6]1[CH:5]=[CH:4][C:3]([C:9]2[N:14]=[CH:13][N:12]=[C:11]([NH:15][C:16]3[CH:31]=[CH:30][CH:29]=[C:18]([CH2:19][S:20]([CH3:22])(=[NH:23])=[O:21])[CH:17]=3)[N:10]=2)=[C:2]([O:40][CH2:39][C:36]2[CH:37]=[CH:38][C:33]([F:32])=[C:34]([CH3:41])[CH:35]=2)[CH:7]=1, predict the reactants needed to synthesize it. (4) Given the product [N:23]1[N:22]=[C:21]([S:20][C:9]2[CH:10]=[C:11]3[C:6](=[CH:7][CH:8]=2)[N:5]=[CH:4][N:3]=[C:2]3[NH:13][C:14]2[CH:19]=[N:18][CH:17]=[CH:16][N:15]=2)[NH:25][CH:24]=1, predict the reactants needed to synthesize it. The reactants are: Cl[C:2]1[C:11]2[C:6](=[CH:7][CH:8]=[C:9](I)[CH:10]=2)[N:5]=[CH:4][N:3]=1.[NH2:13][C:14]1[CH:19]=[N:18][CH:17]=[CH:16][N:15]=1.[SH:20][C:21]1[N:25]=[CH:24][NH:23][N:22]=1. (5) Given the product [N:31]1([C:3]([C:4]2[CH:5]=[CH:6][C:7]([N:10]3[CH:14]=[C:13]([C:15]4[C:16]([C:24]5[CH:29]=[CH:28][CH:27]=[CH:26][CH:25]=5)=[N:17][O:18][C:19]=4[C:20]([F:23])([F:22])[F:21])[N:12]=[CH:11]3)=[CH:8][CH:9]=2)=[O:30])[CH2:36][CH2:35][O:34][CH2:33][CH2:32]1, predict the reactants needed to synthesize it. The reactants are: CO[C:3](=[O:30])[C:4]1[CH:9]=[CH:8][C:7]([N:10]2[CH:14]=[C:13]([C:15]3[C:16]([C:24]4[CH:29]=[CH:28][CH:27]=[CH:26][CH:25]=4)=[N:17][O:18][C:19]=3[C:20]([F:23])([F:22])[F:21])[N:12]=[CH:11]2)=[CH:6][CH:5]=1.[NH:31]1[CH2:36][CH2:35][O:34][CH2:33][CH2:32]1. (6) Given the product [ClH:1].[CH3:23][NH:22][C:19]1[O:20][CH:21]=[C:17]([C:14]2[CH:15]=[CH:16][C:11]([CH2:10][NH2:9])=[CH:12][CH:13]=2)[N:18]=1, predict the reactants needed to synthesize it. The reactants are: [ClH:1].C(OC([NH:9][CH2:10][C:11]1[CH:16]=[CH:15][C:14]([C:17]2[N:18]=[C:19]([NH:22][CH3:23])[O:20][CH:21]=2)=[CH:13][CH:12]=1)=O)(C)(C)C. (7) Given the product [CH2:12]([N:15]1[C:23](=[O:24])[C:22]2[C:17](=[N:18][C:19]([NH:42][C:43]3[CH:44]=[CH:45][C:46]([N:51]4[CH2:52][CH2:53][N:54]([CH3:57])[CH2:55][CH2:56]4)=[C:47]([CH2:49][OH:50])[CH:48]=3)=[N:20][CH:21]=2)[N:16]1[C:27]1[CH:32]=[CH:31][CH:30]=[CH:29][N:28]=1)[CH:13]=[CH2:14], predict the reactants needed to synthesize it. The reactants are: ClC1C=CC=C(C(OO)=O)C=1.[CH2:12]([N:15]1[C:23](=[O:24])[C:22]2[C:17](=[N:18][C:19](SC)=[N:20][CH:21]=2)[N:16]1[C:27]1[CH:32]=[CH:31][CH:30]=[CH:29][N:28]=1)[CH:13]=[CH2:14].C(N(CC)C(C)C)(C)C.[NH2:42][C:43]1[CH:44]=[CH:45][C:46]([N:51]2[CH2:56][CH2:55][N:54]([CH3:57])[CH2:53][CH2:52]2)=[C:47]([CH2:49][OH:50])[CH:48]=1.C(=O)([O-])O.[Na+]. (8) The reactants are: Cl.[NH:2]1[CH2:7][CH2:6][C:5](=[CH:8][C:9]2[CH:10]=[C:11]([CH:23]=[CH:24][CH:25]=2)[O:12][C:13]2[CH:18]=[CH:17][C:16]([C:19]([F:22])([F:21])[F:20])=[CH:15][N:14]=2)[CH2:4][CH2:3]1.[N:26]1[CH:31]=[CH:30][CH:29]=[C:28]([NH:32][C:33](=[O:41])[O:34]C2C=CC=CC=2)[CH:27]=1.C(N(C(C)C)CC)(C)C. Given the product [C:9]1([N:32]([C:28]2[CH:27]=[N:26][CH:31]=[CH:30][CH:29]=2)[C:33](=[O:41])[OH:34])[CH:10]=[CH:11][CH:23]=[CH:24][CH:25]=1.[N:26]1[CH:31]=[CH:30][CH:29]=[C:28]([NH:32][C:33]([N:2]2[CH2:7][CH2:6][C:5](=[CH:8][C:9]3[CH:25]=[CH:24][CH:23]=[C:11]([O:12][C:13]4[CH:18]=[CH:17][C:16]([C:19]([F:22])([F:20])[F:21])=[CH:15][N:14]=4)[CH:10]=3)[CH2:4][CH2:3]2)=[O:34])[CH:27]=1, predict the reactants needed to synthesize it. (9) The reactants are: [F:1][C:2]([F:31])([F:30])[C:3]1[CH:4]=[C:5]([NH:9][C:10]([C:12]2[CH:13]=[C:14]3[C:19](=[CH:20][CH:21]=2)[C:18]([O:22]C)=[N:17][N:16]=[C:15]3[C:24]2[CH:29]=[CH:28][CH:27]=[CH:26][CH:25]=2)=[O:11])[CH:6]=[CH:7][CH:8]=1.Br. Given the product [F:31][C:2]([F:1])([F:30])[C:3]1[CH:4]=[C:5]([NH:9][C:10]([C:12]2[CH:13]=[C:14]3[C:19](=[CH:20][CH:21]=2)[C:18]([OH:22])=[N:17][N:16]=[C:15]3[C:24]2[CH:25]=[CH:26][CH:27]=[CH:28][CH:29]=2)=[O:11])[CH:6]=[CH:7][CH:8]=1, predict the reactants needed to synthesize it. (10) Given the product [C:9]1([C:19]2[CH:20]=[C:21]([CH:25]=[CH:26][CH:27]=2)[C:22]([OH:24])=[O:23])[CH:14]=[CH:13][CH:12]=[CH:11][CH:10]=1, predict the reactants needed to synthesize it. The reactants are: [OH-].[K+].C(=O)([O-])[O-].[K+].[K+].[C:9]1(B(O)O)[CH:14]=[CH:13][CH:12]=[CH:11][CH:10]=1.Br[C:19]1[CH:20]=[C:21]([CH:25]=[CH:26][CH:27]=1)[C:22]([OH:24])=[O:23].